Dataset: Forward reaction prediction with 1.9M reactions from USPTO patents (1976-2016). Task: Predict the product of the given reaction. (1) Given the reactants ON1[C:6](=O)[CH2:5][CH2:4][C:3]1=[O:8].[OH2:9].[C:10]([OH:18])(=[O:17])[C:11]1[CH:16]=[CH:15][CH:14]=[CH:13][CH:12]=1, predict the reaction product. The product is: [CH3:3][C:14]1[CH:13]=[CH:12][C:11]([C:10]([OH:18])=[O:17])=[CH:16][CH:15]=1.[C:10]([OH:18])(=[O:17])[C:11]1[CH:12]=[CH:13][C:4]([C:3]([OH:8])=[O:9])=[CH:5][CH:6]=1. (2) Given the reactants [NH2:1][C:2]1[CH:3]=[C:4]2[C:9](=[CH:10][CH:11]=1)[N:8]([CH2:12][C:13]1[CH:18]=[CH:17][CH:16]=[CH:15][CH:14]=1)[C:7](=[O:19])[CH:6]=[CH:5]2.N(C1C2CCCCC=2C(C#N)=CC=1)=C=O.[OH:35][C@H:36]1[C@@H:43]2[N:39]([C:40](=[O:57])N(C3C4CCCCC=4C(C#N)=CC=3)[C:42]2=[O:44])[CH2:38][CH2:37]1, predict the reaction product. The product is: [OH:35][C@H:36]1[C@@H:43]2[N:39]([C:40](=[O:57])[N:1]([C:2]3[CH:3]=[C:4]4[C:9](=[CH:10][CH:11]=3)[N:8]([CH2:12][C:13]3[CH:14]=[CH:15][CH:16]=[CH:17][CH:18]=3)[C:7](=[O:19])[CH:6]=[CH:5]4)[C:42]2=[O:44])[CH2:38][CH2:37]1. (3) Given the reactants [F:1][C:2]([F:13])([F:12])[C:3]1[CH:8]=[CH:7][CH:6]=[CH:5][C:4]=1[C:9](=[O:11])[CH3:10].C[Si](C)(C)[N-][Si](C)(C)C.[Li+].[F:24][C:25]([F:32])([F:31])[C:26](OCC)=[O:27], predict the reaction product. The product is: [F:24][C:25]([F:32])([F:31])[C:26](=[O:27])[CH2:10][C:9]([C:4]1[CH:5]=[CH:6][CH:7]=[CH:8][C:3]=1[C:2]([F:12])([F:13])[F:1])=[O:11]. (4) Given the reactants [CH:1]1([C:5]2[C:13]([C:14]3[NH:18][C:17]([CH3:19])=[N:16][N:15]=3)=[CH:12][C:8]([C:9]([OH:11])=O)=[C:7]([CH3:20])[CH:6]=2)[CH2:4][CH2:3][CH2:2]1.Cl.[NH:22]1[CH2:27][CH2:26][CH:25]([C:28]2[CH:35]=[CH:34][C:31]([C:32]#[N:33])=[CH:30][CH:29]=2)[CH2:24][CH2:23]1.C(Cl)CCl.C1C=CC2N(O)N=NC=2C=1.CCN(C(C)C)C(C)C, predict the reaction product. The product is: [CH:1]1([C:5]2[C:13]([C:14]3[NH:18][C:17]([CH3:19])=[N:16][N:15]=3)=[CH:12][C:8]([C:9]([N:22]3[CH2:27][CH2:26][CH:25]([C:28]4[CH:35]=[CH:34][C:31]([C:32]#[N:33])=[CH:30][CH:29]=4)[CH2:24][CH2:23]3)=[O:11])=[C:7]([CH3:20])[CH:6]=2)[CH2:2][CH2:3][CH2:4]1. (5) The product is: [Br:1][C:21]1[CH:22]=[C:23]2[C:18]3=[C:19]([C:10]([CH3:31])([CH3:9])[C:11]4[C:16]([N:17]3[C:30]3[CH:29]=[CH:28][CH:27]=[CH:26][C:25]=3[O:24]2)=[CH:15][CH:14]=[CH:13][CH:12]=4)[CH:20]=1. Given the reactants [Br:1]N1C(=O)CCC1=O.[CH3:9][C:10]1([CH3:31])[C:19]2[CH:20]=[CH:21][CH:22]=[C:23]3[O:24][C:25]4[CH:26]=[CH:27][CH:28]=[CH:29][C:30]=4[N:17]([C:18]=23)[C:16]2[C:11]1=[CH:12][CH:13]=[CH:14][CH:15]=2, predict the reaction product. (6) Given the reactants [CH3:1][O:2][C:3](=[O:28])[C@@H:4]([NH:20][C:21]([O:23][C:24]([CH3:27])([CH3:26])[CH3:25])=[O:22])[CH2:5][N:6]([CH2:17][CH:18]=C)[C:7]([O:9][CH2:10][C:11]1[CH:16]=[CH:15][CH:14]=[CH:13][CH:12]=1)=[O:8].O=[O+][O-].C(Cl)Cl.[CH3:35][OH:36], predict the reaction product. The product is: [CH3:1][O:2][C:3]([CH:4]1[CH2:5][N:6]([C:7]([O:9][CH2:10][C:11]2[CH:12]=[CH:13][CH:14]=[CH:15][CH:16]=2)=[O:8])[CH2:17][CH:18]([O:36][CH3:35])[N:20]1[C:21]([O:23][C:24]([CH3:27])([CH3:25])[CH3:26])=[O:22])=[O:28]. (7) Given the reactants [C:1]([C:4]1[CH:5]=[C:6]([N:11]2[CH2:15][CH2:14][N:13]([C:16]3[CH:17]=[N:18][CH:19]=[CH:20][C:21]=3[CH3:22])[C:12]2=[O:23])[CH:7]=[CH:8][C:9]=1F)(=O)[CH3:2].CO.O.[NH2:27][NH2:28], predict the reaction product. The product is: [CH3:2][C:1]1[C:4]2[C:9](=[CH:8][CH:7]=[C:6]([N:11]3[CH2:15][CH2:14][N:13]([C:16]4[CH:17]=[N:18][CH:19]=[CH:20][C:21]=4[CH3:22])[C:12]3=[O:23])[CH:5]=2)[NH:28][N:27]=1. (8) The product is: [C:1]([NH:4][C:5]1[S:6][C:7]([S:11]([NH:15][C:16]2[CH:17]=[C:18]([CH:28]=[CH:29][C:30]=2[O:31][CH3:32])[C:19]([NH:21][C:22]2[CH:27]=[CH:26][CH:25]=[CH:24][CH:23]=2)=[O:20])(=[O:13])=[O:12])=[C:8]([CH3:10])[N:9]=1)(=[O:3])[CH3:2]. Given the reactants [C:1]([NH:4][C:5]1[S:6][C:7]([S:11](Cl)(=[O:13])=[O:12])=[C:8]([CH3:10])[N:9]=1)(=[O:3])[CH3:2].[NH2:15][C:16]1[CH:17]=[C:18]([CH:28]=[CH:29][C:30]=1[O:31][CH3:32])[C:19]([NH:21][C:22]1[CH:27]=[CH:26][CH:25]=[CH:24][CH:23]=1)=[O:20], predict the reaction product.